From a dataset of Merck oncology drug combination screen with 23,052 pairs across 39 cell lines. Regression. Given two drug SMILES strings and cell line genomic features, predict the synergy score measuring deviation from expected non-interaction effect. (1) Drug 1: CN(Cc1cnc2nc(N)nc(N)c2n1)c1ccc(C(=O)NC(CCC(=O)O)C(=O)O)cc1. Drug 2: Cc1nc(Nc2ncc(C(=O)Nc3c(C)cccc3Cl)s2)cc(N2CCN(CCO)CC2)n1. Cell line: A375. Synergy scores: synergy=-11.1. (2) Synergy scores: synergy=-12.0. Drug 1: C=CCn1c(=O)c2cnc(Nc3ccc(N4CCN(C)CC4)cc3)nc2n1-c1cccc(C(C)(C)O)n1. Cell line: RKO. Drug 2: CCc1c2c(nc3ccc(O)cc13)-c1cc3c(c(=O)n1C2)COC(=O)C3(O)CC. (3) Drug 1: CNC(=O)c1cc(Oc2ccc(NC(=O)Nc3ccc(Cl)c(C(F)(F)F)c3)cc2)ccn1. Drug 2: CCc1cnn2c(NCc3ccc[n+]([O-])c3)cc(N3CCCCC3CCO)nc12. Cell line: OV90. Synergy scores: synergy=-4.90. (4) Drug 1: NC1(c2ccc(-c3nc4ccn5c(=O)[nH]nc5c4cc3-c3ccccc3)cc2)CCC1. Drug 2: CCc1c2c(nc3ccc(O)cc13)-c1cc3c(c(=O)n1C2)COC(=O)C3(O)CC. Cell line: RKO. Synergy scores: synergy=42.5. (5) Drug 1: CN1C(=O)C=CC2(C)C3CCC4(C)C(NC(=O)OCC(F)(F)F)CCC4C3CCC12. Drug 2: CS(=O)(=O)CCNCc1ccc(-c2ccc3ncnc(Nc4ccc(OCc5cccc(F)c5)c(Cl)c4)c3c2)o1. Cell line: MDAMB436. Synergy scores: synergy=3.71. (6) Drug 1: O=C(CCCCCCC(=O)Nc1ccccc1)NO. Drug 2: NC1CCCCC1N.O=C(O)C(=O)O.[Pt+2]. Cell line: ZR751. Synergy scores: synergy=-12.4. (7) Drug 1: C=CCn1c(=O)c2cnc(Nc3ccc(N4CCN(C)CC4)cc3)nc2n1-c1cccc(C(C)(C)O)n1. Drug 2: CCC1(O)C(=O)OCc2c1cc1n(c2=O)Cc2cc3c(CN(C)C)c(O)ccc3nc2-1. Cell line: OCUBM. Synergy scores: synergy=10.1.